From a dataset of Reaction yield outcomes from USPTO patents with 853,638 reactions. Predict the reaction yield, written as a fraction of the theoretical maximum amount of product (1.0 means a 100% yield; for example, 0.34 means a 34% yield). (1) The yield is 0.190. The reactants are C([Li])CCC.Br[C:7]1[S:11][C:10]([CH:12]2[O:16][CH2:15][CH2:14][O:13]2)=[CH:9][CH:8]=1.[Cl:17][C:18]1[CH:19]=[C:20]([CH:23]=[CH:24][CH:25]=1)[CH2:21]Br. The product is [Cl:17][C:18]1[CH:19]=[C:20]([CH:23]=[CH:24][CH:25]=1)[CH2:21][C:7]1[S:11][C:10]([CH:12]2[O:16][CH2:15][CH2:14][O:13]2)=[CH:9][CH:8]=1. The catalyst is O1CCCC1. (2) The reactants are [CH:1](NC(C)C)(C)C.[Li]CCCC.[Cl:13][C:14]1[C:23]2[C:18](=[CH:19][CH:20]=[CH:21][C:22]=2[C:24]2[CH:29]=[CH:28][CH:27]=[CH:26][CH:25]=2)[CH:17]=[C:16]([Cl:30])[N:15]=1.FC(F)(F)S(OC)(=O)=O. The product is [Cl:13][C:14]1[C:23]2[C:18](=[CH:19][CH:20]=[CH:21][C:22]=2[C:24]2[CH:29]=[CH:28][CH:27]=[CH:26][CH:25]=2)[C:17]([CH3:1])=[C:16]([Cl:30])[N:15]=1. The yield is 0.750. The catalyst is C1COCC1.